This data is from Peptide-MHC class II binding affinity with 134,281 pairs from IEDB. The task is: Regression. Given a peptide amino acid sequence and an MHC pseudo amino acid sequence, predict their binding affinity value. This is MHC class II binding data. (1) The peptide sequence is FAGAWCVPKVTFTVE. The MHC is HLA-DPA10201-DPB10101 with pseudo-sequence HLA-DPA10201-DPB10101. The binding affinity (normalized) is 0.183. (2) The peptide sequence is KKMTTTFTNYMVDMFLA. The MHC is DRB1_0901 with pseudo-sequence DRB1_0901. The binding affinity (normalized) is 0.671. (3) The peptide sequence is YVYEPFPKEVWEQIF. The MHC is DRB1_1001 with pseudo-sequence DRB1_1001. The binding affinity (normalized) is 0.379.